Dataset: CYP3A4 inhibition data for predicting drug metabolism from PubChem BioAssay. Task: Regression/Classification. Given a drug SMILES string, predict its absorption, distribution, metabolism, or excretion properties. Task type varies by dataset: regression for continuous measurements (e.g., permeability, clearance, half-life) or binary classification for categorical outcomes (e.g., BBB penetration, CYP inhibition). Dataset: cyp3a4_veith. (1) The molecule is Nc1nc(Br)c2c(F)cccc2c1-c1ccc(Cl)cc1. The result is 1 (inhibitor). (2) The drug is COC(=O)[C@@]1(Cc2ccccc2)[C@H]2c3cc(C(=O)N(C)C)n(Cc4cc(C)n(C)n4)c3C[C@H]2CN1C(=O)c1ccccc1. The result is 1 (inhibitor). (3) The compound is CSc1nnc2c(n1)OC(C)N(C(=O)c1ccccc1)c1ccccc1-2. The result is 0 (non-inhibitor). (4) The compound is O=C(O)/C=C\C(=O)O.O=c1[nH]c2ccccc2n1CCCN1CCC(n2c(=O)[nH]c3cc(Cl)ccc32)CC1. The result is 0 (non-inhibitor). (5) The compound is COC(=O)c1sccc1NC(=O)c1cc(-c2cc(C)ccc2C)nc2ccccc12. The result is 1 (inhibitor).